From a dataset of NCI-60 drug combinations with 297,098 pairs across 59 cell lines. Regression. Given two drug SMILES strings and cell line genomic features, predict the synergy score measuring deviation from expected non-interaction effect. Drug 1: CCC(=C(C1=CC=CC=C1)C2=CC=C(C=C2)OCCN(C)C)C3=CC=CC=C3.C(C(=O)O)C(CC(=O)O)(C(=O)O)O. Drug 2: B(C(CC(C)C)NC(=O)C(CC1=CC=CC=C1)NC(=O)C2=NC=CN=C2)(O)O. Cell line: OVCAR-5. Synergy scores: CSS=45.6, Synergy_ZIP=6.76, Synergy_Bliss=5.44, Synergy_Loewe=5.70, Synergy_HSA=6.37.